From a dataset of Full USPTO retrosynthesis dataset with 1.9M reactions from patents (1976-2016). Predict the reactants needed to synthesize the given product. (1) Given the product [F:1][C:2]1[C:7]([F:8])=[CH:6][CH:5]=[CH:4][C:3]=1[CH:9]([O:23][CH2:24][CH2:25][OH:26])[C@@H:10]1[CH2:15][CH2:14][CH2:13][N:12]([C:16]([O:18][C:19]([CH3:20])([CH3:21])[CH3:22])=[O:17])[CH2:11]1, predict the reactants needed to synthesize it. The reactants are: [F:1][C:2]1[C:7]([F:8])=[CH:6][CH:5]=[CH:4][C:3]=1[CH:9]([O:23][CH2:24][C:25](OCC)=[O:26])[C@@H:10]1[CH2:15][CH2:14][CH2:13][N:12]([C:16]([O:18][C:19]([CH3:22])([CH3:21])[CH3:20])=[O:17])[CH2:11]1.[BH4-].[Na+]. (2) Given the product [Si:36]([O:35][C:32]1[CH:31]=[CH:30][C:29]([C:27](=[O:28])[CH:26]([C:13]2[C:14](=[O:24])[N:15]([N:18]3[CH2:23][CH2:22][CH2:21][CH2:20][CH2:19]3)[CH2:16][CH2:17][C:12]=2[NH:11][C:5]2[CH:6]=[CH:7][C:8]([F:10])=[CH:9][C:4]=2[Cl:3])[CH3:43])=[CH:34][CH:33]=1)([C:39]([CH3:42])([CH3:41])[CH3:40])([CH3:38])[CH3:37], predict the reactants needed to synthesize it. The reactants are: [H-].[Na+].[Cl:3][C:4]1[CH:9]=[C:8]([F:10])[CH:7]=[CH:6][C:5]=1[NH:11][C:12]1[CH2:17][CH2:16][N:15]([N:18]2[CH2:23][CH2:22][CH2:21][CH2:20][CH2:19]2)[C:14](=[O:24])[CH:13]=1.Br[CH:26]([CH3:43])[C:27]([C:29]1[CH:34]=[CH:33][C:32]([O:35][Si:36]([C:39]([CH3:42])([CH3:41])[CH3:40])([CH3:38])[CH3:37])=[CH:31][CH:30]=1)=[O:28]. (3) Given the product [Br:1][C:2]1[CH:7]=[CH:6][C:5]([CH:8]2[CH2:13][C:12]([S:14]([C:17]3[CH:18]=[C:19]([OH:23])[CH:20]=[CH:21][CH:22]=3)(=[O:16])=[O:15])([CH3:25])[CH2:11][CH2:10][O:9]2)=[C:4]([F:24])[CH:3]=1, predict the reactants needed to synthesize it. The reactants are: [Br:1][C:2]1[CH:7]=[CH:6][C:5]([CH:8]2[CH2:13][CH:12]([S:14]([C:17]3[CH:18]=[C:19]([OH:23])[CH:20]=[CH:21][CH:22]=3)(=[O:16])=[O:15])[CH2:11][CH2:10][O:9]2)=[C:4]([F:24])[CH:3]=1.[CH3:25]C(C)([O-])C.[K+].CI.